From a dataset of Reaction yield outcomes from USPTO patents with 853,638 reactions. Predict the reaction yield, written as a fraction of the theoretical maximum amount of product (1.0 means a 100% yield; for example, 0.34 means a 34% yield). (1) The reactants are [Br:1][C:2]1[CH:3]=[C:4]2[C:8](=[CH:9][CH:10]=1)[NH:7][C:6](=[O:11])[CH2:5]2.[N:12]1([CH2:17][CH2:18][CH2:19][NH:20][C:21]([C:23]2[NH:24][C:25]([CH:32]=O)=[C:26]3[C:31]=2[CH2:30][CH2:29][CH2:28][CH2:27]3)=[O:22])[CH2:16][CH2:15][CH2:14][CH2:13]1. No catalyst specified. The product is [N:12]1([CH2:17][CH2:18][CH2:19][NH:20][C:21]([C:23]2[NH:24][C:25]([CH:32]=[C:5]3[C:4]4[C:8](=[CH:9][CH:10]=[C:2]([Br:1])[CH:3]=4)[NH:7][C:6]3=[O:11])=[C:26]3[C:31]=2[CH2:30][CH2:29][CH2:28][CH2:27]3)=[O:22])[CH2:16][CH2:15][CH2:14][CH2:13]1. The yield is 0.220. (2) The reactants are [C:1]([CH:3]([C:8]1[CH:13]=[CH:12][C:11]([OH:14])=[CH:10][CH:9]=1)[CH2:4][C:5]([OH:7])=[O:6])#[N:2].[CH3:15]S(O)(=O)=O. The catalyst is CO. The product is [C:1]([CH:3]([C:8]1[CH:9]=[CH:10][C:11]([OH:14])=[CH:12][CH:13]=1)[CH2:4][C:5]([O:7][CH3:15])=[O:6])#[N:2]. The yield is 0.933. (3) The reactants are [CH3:1][C:2]([C:4]1[CH:9]=[CH:8][C:7](Br)=[CH:6][CH:5]=1)=[O:3].[NH:11]1[CH:15]=[N:14][CH:13]=[N:12]1.C([O-])([O-])=O.[Cs+].[Cs+]. The catalyst is CN(C=O)C.O.[Cu]I. The product is [N:11]1([C:7]2[CH:8]=[CH:9][C:4]([C:2](=[O:3])[CH3:1])=[CH:5][CH:6]=2)[CH:15]=[N:14][CH:13]=[N:12]1. The yield is 0.960. (4) The reactants are [NH2:1][CH2:2][C@@H:3]1[CH2:7][CH2:6][N:5]([C:8]([O:10][C:11]([CH3:14])([CH3:13])[CH3:12])=[O:9])[CH2:4]1.Cl[C:16]([O:18][CH2:19][C:20]1[CH:25]=[CH:24][CH:23]=[CH:22][CH:21]=1)=[O:17].C(N(CC)CC)C. The catalyst is C1COCC1. The product is [C:11]([O:10][C:8]([N:5]1[CH2:6][CH2:7][C@@H:3]([CH2:2][NH:1][C:16](=[O:17])[O:18][CH2:19][C:20]2[CH:25]=[CH:24][CH:23]=[CH:22][CH:21]=2)[CH2:4]1)=[O:9])([CH3:14])([CH3:13])[CH3:12]. The yield is 0.770.